Dataset: Forward reaction prediction with 1.9M reactions from USPTO patents (1976-2016). Task: Predict the product of the given reaction. Given the reactants [Cl:1][C:2]1[C:7]([Cl:8])=[CH:6][CH:5]=[CH:4][C:3]=1[N:9]1[CH2:14][CH2:13][N:12]([CH2:15][CH2:16][CH2:17][NH:18][C:19]([C:21]2[C:25]([O:26]C)=[C:24]([C:28]3[CH:33]=[CH:32][CH:31]=[CH:30][CH:29]=3)[N:23]([CH3:34])[C:22]=2[CH3:35])=[O:20])[CH2:11][CH2:10]1.B(Br)(Br)Br.C(Cl)Cl, predict the reaction product. The product is: [Cl:1][C:2]1[C:7]([Cl:8])=[CH:6][CH:5]=[CH:4][C:3]=1[N:9]1[CH2:10][CH2:11][N:12]([CH2:15][CH2:16][CH2:17][NH:18][C:19]([C:21]2[C:25]([OH:26])=[C:24]([C:28]3[CH:29]=[CH:30][CH:31]=[CH:32][CH:33]=3)[N:23]([CH3:34])[C:22]=2[CH3:35])=[O:20])[CH2:13][CH2:14]1.